Dataset: Reaction yield outcomes from USPTO patents with 853,638 reactions. Task: Predict the reaction yield, written as a fraction of the theoretical maximum amount of product (1.0 means a 100% yield; for example, 0.34 means a 34% yield). (1) The reactants are [F:1][C:2]([F:22])([F:21])[C:3]1[CH:8]=[CH:7][C:6]([C:9]2[CH:20]=[CH:19][C:12]3[NH:13][C:14](=[O:18])[CH2:15][CH2:16][S:17][C:11]=3[CH:10]=2)=[CH:5][CH:4]=1.C(N(CC)CC)C.[C:30](O[C:30]([O:32][C:33]([CH3:36])([CH3:35])[CH3:34])=[O:31])([O:32][C:33]([CH3:36])([CH3:35])[CH3:34])=[O:31]. The catalyst is CN(C)C1C=CN=CC=1.C(Cl)Cl. The product is [O:18]=[C:14]1[N:13]([C:30]([O:32][C:33]([CH3:36])([CH3:35])[CH3:34])=[O:31])[C:12]2[CH:19]=[CH:20][C:9]([C:6]3[CH:5]=[CH:4][C:3]([C:2]([F:1])([F:21])[F:22])=[CH:8][CH:7]=3)=[CH:10][C:11]=2[S:17][CH2:16][CH2:15]1. The yield is 0.640. (2) The reactants are [CH3:1][N:2]([CH3:25])[S:3]([N:6]1[C:10]([CH:11]([OH:17])[C:12]2[S:13][CH:14]=[CH:15][CH:16]=2)=[CH:9][N:8]=[C:7]1[Si](C(C)(C)C)(C)C)(=[O:5])=[O:4].C([Mg]Br)=C. The catalyst is C1COCC1. The product is [CH3:1][N:2]([CH3:25])[S:3]([N:6]1[C:10]([CH:11]([OH:17])[C:12]2[S:13][CH:14]=[CH:15][CH:16]=2)=[CH:9][N:8]=[CH:7]1)(=[O:5])=[O:4]. The yield is 0.880. (3) The reactants are [Cl:1][CH2:2][CH2:3][C:4](Cl)=[O:5].[CH:7]1[C:12]([OH:13])=[CH:11][CH:10]=[C:9]([CH3:14])[CH:8]=1.N1C=CC=CC=1. The catalyst is C(Cl)Cl. The product is [Cl:1][CH2:2][CH2:3][C:4]([O:13][C:12]1[CH:11]=[CH:10][C:9]([CH3:14])=[CH:8][CH:7]=1)=[O:5]. The yield is 0.550. (4) The reactants are [CH3:1][O:2][C:3](=[O:23])[C:4]1[CH:9]=[C:8]([N:10]2[CH:14]=[CH:13][N:12]=[C:11]2[CH3:15])[C:7]([C:16]([F:19])([F:18])[F:17])=[CH:6][C:5]=1[N+:20]([O-])=O. The catalyst is CO.[Pd]. The product is [CH3:1][O:2][C:3](=[O:23])[C:4]1[CH:9]=[C:8]([N:10]2[CH:14]=[CH:13][N:12]=[C:11]2[CH3:15])[C:7]([C:16]([F:19])([F:17])[F:18])=[CH:6][C:5]=1[NH2:20]. The yield is 0.950. (5) The reactants are [CH3:1][C:2]([CH3:4])=[CH2:3].B1C2CCCC1CCC2.[CH2:14]([O:21][C:22]1[CH:31]=[CH:30][C:25]([C:26]([O:28][CH3:29])=[O:27])=[C:24](OS(C(F)(F)F)(=O)=O)[CH:23]=1)[C:15]1[CH:20]=[CH:19][CH:18]=[CH:17][CH:16]=1.C([O-])([O-])=O.[K+].[K+]. The catalyst is C1COCC1.CN(C=O)C.C1C=CC(P(C2C=CC=CC=2)[C-]2C=CC=C2)=CC=1.C1C=CC(P(C2C=CC=CC=2)[C-]2C=CC=C2)=CC=1.Cl[Pd]Cl.[Fe+2].O. The product is [CH2:14]([O:21][C:22]1[CH:31]=[CH:30][C:25]([C:26]([O:28][CH3:29])=[O:27])=[C:24]([CH2:1][CH:2]([CH3:4])[CH3:3])[CH:23]=1)[C:15]1[CH:20]=[CH:19][CH:18]=[CH:17][CH:16]=1. The yield is 0.310. (6) The reactants are [OH:1][CH2:2][CH2:3][CH2:4][NH:5][C:6]1[CH:13]=[CH:12][C:9]([C:10]#[N:11])=[CH:8][CH:7]=1.C(N(CC)CC)C.[C:21]1([CH3:31])[CH:26]=[CH:25][C:24]([S:27](Cl)(=[O:29])=[O:28])=[CH:23][CH:22]=1. The catalyst is CC#N. The product is [CH3:31][C:21]1[CH:26]=[CH:25][C:24]([S:27]([O:1][CH2:2][CH2:3][CH2:4][NH:5][C:6]2[CH:13]=[CH:12][C:9]([C:10]#[N:11])=[CH:8][CH:7]=2)(=[O:29])=[O:28])=[CH:23][CH:22]=1. The yield is 0.770.